Dataset: Catalyst prediction with 721,799 reactions and 888 catalyst types from USPTO. Task: Predict which catalyst facilitates the given reaction. (1) Reactant: [C:1]1([CH2:7][CH:8]([C:10]2([C:16]3[CH:21]=[CH:20][CH:19]=[CH:18][CH:17]=3)SCCCS2)[OH:9])[CH:6]=[CH:5][CH:4]=[CH:3][CH:2]=1.C(#N)C.[OH2:25]. Product: [OH:9][CH:8]([CH2:7][C:1]1[CH:6]=[CH:5][CH:4]=[CH:3][CH:2]=1)[C:10]([C:16]1[CH:21]=[CH:20][CH:19]=[CH:18][CH:17]=1)=[O:25]. The catalyst class is: 13. (2) Reactant: [CH3:1][C:2]1[CH:3]=[CH:4][C:5]([NH:21][C:22]([C:24]2[CH:25]=[CH:26][C:27]([CH2:30][N:31]3[CH2:36][CH2:35][N:34]([CH3:37])[CH2:33][CH2:32]3)=[CH:28][CH:29]=2)=[O:23])=[CH:6][C:7]=1[NH:8][C:9]1[N:10]=[CH:11][CH:12]=[C:13]([C:15]2[CH:16]=[CH:17][CH:18]=[N:19][CH:20]=2)[N:14]=1.[CH3:38][S:39]([OH:42])(=[O:41])=[O:40]. Product: [CH3:1][C:2]1[CH:3]=[CH:4][C:5]([NH:21][C:22]([C:24]2[CH:29]=[CH:28][C:27]([CH2:30][N:31]3[CH2:32][CH2:33][N:34]([CH3:37])[CH2:35][CH2:36]3)=[CH:26][CH:25]=2)=[O:23])=[CH:6][C:7]=1[NH:8][C:9]1[N:10]=[CH:11][CH:12]=[C:13]([C:15]2[CH:16]=[CH:17][CH:18]=[N:19][CH:20]=2)[N:14]=1.[CH3:38][S:39]([OH:42])(=[O:41])=[O:40].[CH3:1][C:2]1[CH:3]=[CH:4][C:5]([NH:21][C:22]([C:24]2[CH:29]=[CH:28][C:27]([CH2:30][N:31]3[CH2:32][CH2:33][N:34]([CH3:37])[CH2:35][CH2:36]3)=[CH:26][CH:25]=2)=[O:23])=[CH:6][C:7]=1[NH:8][C:9]1[N:10]=[CH:11][CH:12]=[C:13]([C:15]2[CH:16]=[CH:17][CH:18]=[N:19][CH:20]=2)[N:14]=1. The catalyst class is: 8.